This data is from Catalyst prediction with 721,799 reactions and 888 catalyst types from USPTO. The task is: Predict which catalyst facilitates the given reaction. (1) Reactant: Cl[CH2:2][S:3]([NH:6][C:7]1[CH:8]=[C:9]2[C:14](=[CH:15][CH:16]=1)[CH:13]=[N:12][CH:11]=[CH:10]2)(=[O:5])=[O:4].[NH2:17][C:18]1[CH:19]=[C:20]([CH:25]=[CH:26][CH:27]=1)[C:21]([NH:23][CH3:24])=[O:22]. Product: [NH3:6].[CH:13]1[C:14]2[C:9](=[CH:8][C:7]([NH:6][S:3]([CH2:2][NH:17][C:18]3[CH:19]=[C:20]([CH:25]=[CH:26][CH:27]=3)[C:21]([NH:23][CH3:24])=[O:22])(=[O:5])=[O:4])=[CH:16][CH:15]=2)[CH:10]=[CH:11][N:12]=1. The catalyst class is: 5. (2) Reactant: [Cl:1][C:2]1[CH:7]=[CH:6][C:5]([CH:8]([C:35]2[CH:40]=[CH:39][C:38]([Cl:41])=[CH:37][CH:36]=2)[C:9]2[CH:10]=[C:11]3[C:16](=[CH:17][CH:18]=2)[N:15]=[C:14]([O:19][CH2:20][CH2:21][OH:22])[N:13]=[C:12]3[NH:23][CH2:24][C:25]2[CH:30]=[CH:29][CH:28]=[C:27]([C:31]([F:34])([F:33])[F:32])[CH:26]=2)=[CH:4][CH:3]=1.C1C=C[NH+]=CC=1.C1C=C[NH+]=CC=1.[O-:54][Cr](O[Cr]([O-])(=O)=O)(=O)=O. Product: [Cl:41][C:38]1[CH:37]=[CH:36][C:35]([CH:8]([C:5]2[CH:6]=[CH:7][C:2]([Cl:1])=[CH:3][CH:4]=2)[C:9]2[CH:10]=[C:11]3[C:16](=[CH:17][CH:18]=2)[N:15]=[C:14]([O:19][CH2:20][C:21]([OH:54])=[O:22])[N:13]=[C:12]3[NH:23][CH2:24][C:25]2[CH:30]=[CH:29][CH:28]=[C:27]([C:31]([F:34])([F:33])[F:32])[CH:26]=2)=[CH:40][CH:39]=1. The catalyst class is: 9. (3) Reactant: [CH2:1]([O:3][C:4](=[O:24])/[CH:5]=[C:6](/[C:13]1[CH:18]=[C:17]([C:19]([F:22])([F:21])[F:20])[CH:16]=[C:15]([Br:23])[CH:14]=1)\[C:7]1[O:8][C:9]([CH3:12])=[N:10][N:11]=1)[CH3:2]. Product: [CH2:1]([O:3][C:4](=[O:24])[CH2:5][CH:6]([C:13]1[CH:18]=[C:17]([C:19]([F:20])([F:21])[F:22])[CH:16]=[C:15]([Br:23])[CH:14]=1)[C:7]1[O:8][C:9]([CH3:12])=[N:10][N:11]=1)[CH3:2]. The catalyst class is: 183.